This data is from Full USPTO retrosynthesis dataset with 1.9M reactions from patents (1976-2016). The task is: Predict the reactants needed to synthesize the given product. (1) Given the product [CH2:1]([N:8]1[CH2:14][CH2:13][CH2:12][CH2:11][CH:10]([NH:15][C:16]([O:17][C:18]([CH3:21])([CH3:20])[CH3:19])=[O:22])[CH2:9]1)[C:2]1[CH:3]=[CH:4][CH:5]=[CH:6][CH:7]=1, predict the reactants needed to synthesize it. The reactants are: [CH2:1]([N:8]1[CH2:14][CH2:13][CH2:12][CH2:11][CH:10]([NH2:15])[CH2:9]1)[C:2]1[CH:7]=[CH:6][CH:5]=[CH:4][CH:3]=1.[C:16](O[C:16]([O:17][C:18]([CH3:21])([CH3:20])[CH3:19])=[O:22])(=[O:22])[O:17][C:18]([CH3:21])([CH3:20])[CH3:19]. (2) Given the product [F:25][C:19]1[C:20]([F:24])=[CH:21][CH:22]=[CH:23][C:18]=1[C:16]1[N:17]=[C:12]2[CH:11]=[N:10][N:9]([CH2:8][C:5]3[N:6]=[N:7][C:2]([C:34]4[CH:39]=[CH:38][C:37]([O:40][CH2:41][CH2:42][CH3:43])=[CH:36][C:35]=4[C:44]([F:45])([F:46])[F:47])=[CH:3][CH:4]=3)[CH:14]=[C:13]2[N:15]=1, predict the reactants needed to synthesize it. The reactants are: Cl[C:2]1[N:7]=[N:6][C:5]([CH2:8][N:9]2[CH:14]=[C:13]3[N:15]=[C:16]([C:18]4[CH:23]=[CH:22][CH:21]=[C:20]([F:24])[C:19]=4[F:25])[N:17]=[C:12]3[CH:11]=[N:10]2)=[CH:4][CH:3]=1.CC1(C)C(C)(C)OB([C:34]2[CH:39]=[CH:38][C:37]([O:40][CH2:41][CH2:42][CH3:43])=[CH:36][C:35]=2[C:44]([F:47])([F:46])[F:45])O1. (3) Given the product [CH:17]1([NH:16][C:4]2[N:3]=[C:2]([C:23]#[N:24])[N:10]=[C:9]3[C:5]=2[N:6]=[CH:7][N:8]3[CH:11]2[CH2:15][CH2:14][CH2:13][CH2:12]2)[CH2:22][CH2:21][CH2:20][CH2:19][CH2:18]1, predict the reactants needed to synthesize it. The reactants are: Cl[C:2]1[N:10]=[C:9]2[C:5]([N:6]=[CH:7][N:8]2[CH:11]2[CH2:15][CH2:14][CH2:13][CH2:12]2)=[C:4]([NH:16][CH:17]2[CH2:22][CH2:21][CH2:20][CH2:19][CH2:18]2)[N:3]=1.[C-:23]#[N:24].[Na+].